Dataset: Full USPTO retrosynthesis dataset with 1.9M reactions from patents (1976-2016). Task: Predict the reactants needed to synthesize the given product. (1) Given the product [N+:1]([C:4]1[CH:9]=[CH:8][C:7]([S:10][CH2:14][CH2:15][OH:16])=[CH:6][CH:5]=1)([O-:3])=[O:2], predict the reactants needed to synthesize it. The reactants are: [N+:1]([C:4]1[CH:9]=[CH:8][C:7]([SH:10])=[CH:6][CH:5]=1)([O-:3])=[O:2].[OH-].[Na+].Br[CH2:14][CH2:15][OH:16]. (2) Given the product [Br:13][C:14]1[CH:23]=[CH:22][C:17]([C:18]([NH:20][N:21]=[C:5]2[C:4]3[C:8](=[CH:9][CH:10]=[C:2]([I:1])[CH:3]=3)[NH:7][C:6]2=[O:11])=[O:19])=[CH:16][CH:15]=1, predict the reactants needed to synthesize it. The reactants are: [I:1][C:2]1[CH:3]=[C:4]2[C:8](=[CH:9][CH:10]=1)[NH:7][C:6](=[O:11])[C:5]2=O.[Br:13][C:14]1[CH:23]=[CH:22][C:17]([C:18]([NH:20][NH2:21])=[O:19])=[CH:16][CH:15]=1.